This data is from Full USPTO retrosynthesis dataset with 1.9M reactions from patents (1976-2016). The task is: Predict the reactants needed to synthesize the given product. (1) Given the product [Cl:1][C:2]1[CH:3]=[C:4]2[C:9](=[CH:10][C:11]=1[O:12][C:13]1[CH:14]=[CH:15][C:16]([C:17](=[O:19])[NH:42][CH2:41][CH2:40][C:37]3[CH:38]=[CH:39][C:34]([Cl:33])=[CH:35][CH:36]=3)=[CH:20][CH:21]=1)[O:8][CH2:7][CH2:6][CH:5]2[C:22]([O:24][CH2:25][CH3:26])=[O:23], predict the reactants needed to synthesize it. The reactants are: [Cl:1][C:2]1[CH:3]=[C:4]2[C:9](=[CH:10][C:11]=1[O:12][C:13]1[CH:21]=[CH:20][C:16]([C:17]([OH:19])=O)=[CH:15][CH:14]=1)[O:8][CH2:7][CH2:6][CH:5]2[C:22]([O:24][CH2:25][CH3:26])=[O:23].C(Cl)(=O)C(Cl)=O.[Cl:33][C:34]1[CH:39]=[CH:38][C:37]([CH2:40][CH2:41][NH2:42])=[CH:36][CH:35]=1.C(N(C(C)C)CC)(C)C. (2) Given the product [F:17][C:2]([F:1])([F:16])[C:3]([CH:5]1[CH2:6][N:7]([C:9]([O:11][C:12]([CH3:13])([CH3:15])[CH3:14])=[O:10])[CH2:8]1)=[O:4], predict the reactants needed to synthesize it. The reactants are: [F:1][C:2]([F:17])([F:16])[CH:3]([CH:5]1[CH2:8][N:7]([C:9]([O:11][C:12]([CH3:15])([CH3:14])[CH3:13])=[O:10])[CH2:6]1)[OH:4].CC(OI1(OC(C)=O)(OC(C)=O)OC(=O)C2C=CC=CC1=2)=O.S(S([O-])=O)([O-])=O.[Na+].[Na+].C(=O)(O)[O-].[Na+]. (3) Given the product [C:1]([O:5][C:6]([NH:8][C:9]1[CH:17]=[CH:16][C:15]([O:18][C:19]([F:20])([F:21])[F:22])=[CH:14][C:10]=1[C:11]([NH:28][CH2:27][C:26]([O:25][CH3:24])=[O:29])=[O:12])=[O:7])([CH3:4])([CH3:2])[CH3:3], predict the reactants needed to synthesize it. The reactants are: [C:1]([O:5][C:6]([NH:8][C:9]1[CH:17]=[CH:16][C:15]([O:18][C:19]([F:22])([F:21])[F:20])=[CH:14][C:10]=1[C:11](O)=[O:12])=[O:7])([CH3:4])([CH3:3])[CH3:2].Cl.[CH3:24][O:25][C:26](=[O:29])[CH2:27][NH2:28].O.ON1C2C=CC=CC=2N=N1.Cl.C(N=C=NCCCN(C)C)C. (4) Given the product [NH2:7][CH:8]([CH2:9][C:10]1[CH:15]=[CH:14][C:13]([F:16])=[CH:12][CH:11]=1)[C:17]([NH:18][CH2:19][CH2:20][CH2:21][N:22]1[C:31]2[CH:30]=[CH:29][CH:28]=[CH:27][C:26]=2[C:25]2=[N:32][NH:33][C:34]([CH3:35])=[C:24]2[C:23]1=[O:36])=[O:37], predict the reactants needed to synthesize it. The reactants are: C(OC(=O)[NH:7][CH:8]([C:17](=[O:37])[NH:18][CH2:19][CH2:20][CH2:21][N:22]1[C:31]2[CH:30]=[CH:29][CH:28]=[CH:27][C:26]=2[C:25]2=[N:32][NH:33][C:34]([CH3:35])=[C:24]2[C:23]1=[O:36])[CH2:9][C:10]1[CH:15]=[CH:14][C:13]([F:16])=[CH:12][CH:11]=1)(C)(C)C.C(O)(C(F)(F)F)=O. (5) Given the product [C:39]([S:41][CH:12]([C:11]1[N:7]([CH2:6][CH2:5][C:3]([O:2][CH3:1])=[O:4])[N:8]=[N:9][CH:10]=1)[C:13]1[CH2:14][N:15]([C:20]([C:33]2[CH:34]=[CH:35][CH:36]=[CH:37][CH:38]=2)([C:21]2[CH:22]=[CH:23][CH:24]=[CH:25][CH:26]=2)[C:27]2[CH:32]=[CH:31][CH:30]=[CH:29][CH:28]=2)[CH2:16][CH2:17][CH:18]=1)(=[O:42])[CH3:40], predict the reactants needed to synthesize it. The reactants are: [CH3:1][O:2][C:3]([CH2:5][CH2:6][N:7]1[C:11](/[CH:12]=[C:13]2\[CH2:14][N:15]([C:20]([C:33]3[CH:38]=[CH:37][CH:36]=[CH:35][CH:34]=3)([C:27]3[CH:32]=[CH:31][CH:30]=[CH:29][CH:28]=3)[C:21]3[CH:26]=[CH:25][CH:24]=[CH:23][CH:22]=3)[CH2:16][CH2:17][CH:18]\2O)=[CH:10][N:9]=[N:8]1)=[O:4].[C:39]([OH:42])(=[S:41])[CH3:40].C(OC(OCC(C)(C)C)N(C)C)C(C)(C)C.[Cl-].[Na+].